From a dataset of Forward reaction prediction with 1.9M reactions from USPTO patents (1976-2016). Predict the product of the given reaction. (1) Given the reactants [CH:1]([N:4]1[C:8]2=[N:9][C:10]([C:19]3[CH:20]=[C:21]([OH:27])[CH:22]=[C:23]([O:25][CH3:26])[CH:24]=3)=[N:11][C:12]([N:13]3[CH2:18][CH2:17][O:16][CH2:15][CH2:14]3)=[C:7]2[CH:6]=[N:5]1)([CH3:3])[CH3:2].C([O-])([O-])=O.[K+].[K+].Cl[CH2:35][CH:36]1[CH2:38][O:37]1, predict the reaction product. The product is: [CH:1]([N:4]1[C:8]2=[N:9][C:10]([C:19]3[CH:20]=[C:21]([O:27][CH2:35][CH:36]4[CH2:38][O:37]4)[CH:22]=[C:23]([O:25][CH3:26])[CH:24]=3)=[N:11][C:12]([N:13]3[CH2:18][CH2:17][O:16][CH2:15][CH2:14]3)=[C:7]2[CH:6]=[N:5]1)([CH3:3])[CH3:2]. (2) Given the reactants BrC1C=CC(C2C(N)=CC(OC)=CC=2)=CC=1OC.[Br:19][C:20]1[C:29]2[C:24](=[CH:25][CH:26]=[CH:27][CH:28]=2)[C:23](/[N:30]=[C:31](/[O:38][CH2:39][CH3:40])\[CH2:32][C:33]([O:35]CC)=O)=[CH:22][CH:21]=1, predict the reaction product. The product is: [Br:19][C:20]1[CH:21]=[C:22]2[C:23](=[C:24]3[CH:25]=[CH:26][CH:27]=[CH:28][C:29]=13)[N:30]=[C:31]([O:38][CH2:39][CH3:40])[CH:32]=[C:33]2[OH:35]. (3) The product is: [Br:3][CH:4]1[CH:17]=[CH:16][C:15]2[C:14]3[C:9](=[CH:10][C:11]([Br:18])=[CH:12][CH:13]=3)[C:8](=[O:19])[C:7]([CH2:21][CH:22]([CH2:27][CH3:28])[CH2:23][CH2:24][CH2:25][CH3:26])([O:20][CH3:29])[C:6]=2[CH2:5]1. Given the reactants [H-].[Na+].[Br:3][CH:4]1[CH:17]=[CH:16][C:15]2[C:14]3[C:9](=[CH:10][C:11]([Br:18])=[CH:12][CH:13]=3)[C:8](=[O:19])[C:7]([CH2:21][CH:22]([CH2:27][CH3:28])[CH2:23][CH2:24][CH2:25][CH3:26])([OH:20])[C:6]=2[CH2:5]1.[CH3:29]I.[NH4+].[OH-], predict the reaction product. (4) Given the reactants [CH2:1]([O:3][C:4]1[CH:9]=[CH:8][C:7]([CH2:10][CH2:11][C:12]([O:14]CC)=[O:13])=[CH:6][C:5]=1[O:17][CH3:18])[CH3:2].[OH-].[Na+], predict the reaction product. The product is: [CH2:1]([O:3][C:4]1[CH:9]=[CH:8][C:7]([CH2:10][CH2:11][C:12]([OH:14])=[O:13])=[CH:6][C:5]=1[O:17][CH3:18])[CH3:2]. (5) Given the reactants Cl[C:2]1[N:7]=[CH:6][N:5]=[C:4]([NH:8][C:9]2[CH:14]=[CH:13][C:12]([P:15]([CH3:18])([CH3:17])=[O:16])=[CH:11][CH:10]=2)[CH:3]=1.[NH2:19][N:20]1[CH2:25][CH2:24][N:23]([CH3:26])[CH2:22][CH2:21]1, predict the reaction product. The product is: [CH3:17][P:15]([C:12]1[CH:13]=[CH:14][C:9]([NH:8][C:4]2[CH:3]=[C:2]([NH:19][N:20]3[CH2:25][CH2:24][N:23]([CH3:26])[CH2:22][CH2:21]3)[N:7]=[CH:6][N:5]=2)=[CH:10][CH:11]=1)([CH3:18])=[O:16]. (6) Given the reactants CO.[ClH:3].Cl.Cl.[CH3:6][O:7][C:8]1[CH:33]=[CH:32][C:11]([CH2:12][CH2:13][NH:14][C:15]([NH:17][C:18]([NH:20][CH2:21][CH2:22][CH2:23][CH2:24][CH2:25][CH2:26][CH2:27][CH2:28][CH2:29][CH2:30][CH3:31])=[NH:19])=[NH:16])=[CH:10][CH:9]=1.[CH3:34][C:35]([CH3:37])=O, predict the reaction product. The product is: [ClH:3].[CH2:21]([NH:20][C:18]1[NH:17][C:15]([NH:14][CH2:13][CH2:12][C:11]2[CH:10]=[CH:9][C:8]([O:7][CH3:6])=[CH:33][CH:32]=2)=[N:16][C:35]([CH3:37])([CH3:34])[N:19]=1)[CH2:22][CH2:23][CH2:24][CH2:25][CH2:26][CH2:27][CH2:28][CH2:29][CH2:30][CH3:31]. (7) Given the reactants [NH2:1][C:2]1[S:3][C:4]2[CH2:17][CH:16]([C:18]([O:20][CH2:21][CH3:22])=[O:19])[CH2:15][CH2:14][C:5]=2[C:6]=1[C:7]([O:9]C(C)(C)C)=[O:8], predict the reaction product. The product is: [NH2:1][C:2]1[S:3][C:4]2[CH2:17][CH:16]([C:18]([O:20][CH2:21][CH3:22])=[O:19])[CH2:15][CH2:14][C:5]=2[C:6]=1[C:7]([OH:9])=[O:8].